Dataset: Experimentally validated miRNA-target interactions with 360,000+ pairs, plus equal number of negative samples. Task: Binary Classification. Given a miRNA mature sequence and a target amino acid sequence, predict their likelihood of interaction. (1) The miRNA is hsa-miR-29a-3p with sequence UAGCACCAUCUGAAAUCGGUUA. The protein sequence of the target gene is MSDPQTSMAATAAVSPSDYLQPAASTTQDSQPSPLALLAATCSKIGPPAVEAAVTPPAPPQPTPRKLVPIKPAPLPLSPGKNSFGILSSKGNILQIQGSQLSASYPGGQLVFAIQNPTMINKGTRSNANIQYQAVPQIQASNSQTIQVQPNLTNQIQIIPGTNQAIITPSPSSHKPVPIKPAPIQKSSTTTTPVQSGANVVKLTGGGGNVTLTLPVNNLVNASDTGAPTQLLTESPPTPLSKTNKKARKKSLPASQPPVAVAEQVETVLIETTADNIIQAGNNLLIVQSPGGGQPAVVQQ.... Result: 1 (interaction). (2) The miRNA is hsa-miR-6868-5p with sequence ACUGGCAGAACACUGAAGCAGC. The protein sequence of the target gene is MLQKREKVLLLRTFQGRTLRIVREHYLRPSVPCNSPLCPQPAACRNDGKLLAAEVTHYVIPDWKVVQDYLEVLEFPELKGVIFMQTACQAVQHQRGRRQYNKLRNLLKDARHDCVLFANEFQQHCYLPREKGEAMEKWQTRSIYNSAVWYYHHCEDRMPIVMVTEDEEAIQKYGSETEGVFVISFKNYLDNFWPDLKAAHDLCDSILQSRRERETESQETHGKEYPEHLPLEVLEAGIKSGRYIQGILNVNKHRAQIEAFVRLHGASSKDSGLVSDILIHGSKARNRSIHGDVVVVEMLP.... Result: 0 (no interaction). (3) The miRNA is ath-miR156a-5p with sequence UGACAGAAGAGAGUGAGCAC. The protein sequence of the target gene is MPQPSVSGMDPPFGDAFRSHTFSEQTLMSTDLLANSSDPDFMYELDREMNYQQNPRDNFLSLEDCKDIENLESFTDVLDNEGALTSNWEQWDTYCEDLTKYTKLTSCDIWGTKEVDYLGLDDFSSPYQDEEVISKTPTLAQLNSEDSQSVSDSLYYPDSLFSVKQNPLPSSFPGKKITSRAAAPVCSSKTLQAEVPLSDCVQKASKPTSSTQIMVKTNMYHNEKVNFHVECKDYVKKAKVKINPVQQSRPLLSQIHTDAAKENTCYCGAVAKRQEKKGMEPLQGHATPALPFKETQELLL.... Result: 0 (no interaction). (4) Result: 0 (no interaction). The miRNA is dme-miR-263a-5p with sequence AAUGGCACUGGAAGAAUUCACGGG. The protein sequence of the target gene is MRETLEALNSLGFSVGQPEMAPQSEPRDGFSNAQEKMSSRGESTLHSCSGHETPGQKEGIHTEQAEAPCMGSQASTPQKAEPAGSVPGEEWMIRKVKVEDEDQEAEEEVEWPQHLSFLPSPFPTPDLGQLAVTYKLEPGTPGALGGIALSGWAPIPEKPYGCEECERRFRDQLTLRLHQRLHRGEGPCACPDCGRSFTQRAHMLLHQRSHRGERPFPCSECDKRFSKKAHLTRHLRTHTGERPYPCAECGKRFSQKIHLGSHQKTHTGERPFPCTECEKRFRKKTHLIRHQRIHTGERPY.... (5) The miRNA is dre-miR-199-5p with sequence CCCAGUGUUCAGACUACCUGUUC. The protein sequence of the target gene is MATAASNPYSILSSSSLVHADSAGMQQGSPFRNPQKLLQSDYLQGVPSNGHPLGHHWVTSLSDGGPWSSTLATSPLDQQDVKPGREDLQLGAIIHHRSPHVAHHSPHTNHPNAWGASPAPNSSITSSGQPLNVYSQPGFTVSGMLEHGGLTPPPAAASTQSLHPVLREPPDHGELGSHHCQDHSDEETPTSDELEQFAKQFKQRRIKLGFTQADVGLALGTLYGNVFSQTTICRFEALQLSFKNMCKLKPLLNKWLEEADSSTGSPTSIDKIAAQGRKRKKRTSIEVSVKGVLETHFLKC.... Result: 0 (no interaction). (6) The miRNA is hsa-miR-6802-3p with sequence UUCACCCCUCUCACCUAAGCAG. The protein sequence of the target gene is MGRARPGQRGPPSPGPAAQPPAPPRRRARSLALLGALLAAAAAAAVRVCARHAEAQAAARQELALKTLGTDGLFLFSSLDTDGDMYISPEEFKPIAEKLTGSCSVTQTGVQWCSHSSLQPQLPWLNUSSCLSLLRSTPAASCEEEELPPDPSEETLTIEARFQPLLPETMTKSKDGFLGVSRLALSGLRNWTAAASPSAVFATRHFQPFLPPPGQELGEPWWIIPSELSMFTGYLSNNRFYPPPPKGKEVIIHRLLSMFHPRPFVKTRFAPQGAVACLTAISDFYYTVMFRIHAEFQLSE.... Result: 1 (interaction). (7) The miRNA is hsa-miR-9-3p with sequence AUAAAGCUAGAUAACCGAAAGU. The protein sequence of the target gene is MAFPRVRLVVTADDFGYCPRRDEGIVEAFLAGTVTSVSLLVNGTAAESAAELARRHSIPTGLHANLSEGRPVGPARHNASSLLSPEGFFLGKMGFREALAAGDVALPQVREELEAQLSRFRELLGRSPTHVDGHQHVHVLPGVCQVFAEALQAYGVRFTRLPAERGVGSCAWLEAPARAFACTVERDARAAIGPFSRHGLRWTDAFVGLSTCGRHMSAHRVLGSLARALEDIPAGHALTAELMAHPGYPSVPPAGGCGEGPDAFSCSWERLHELHVLTAPTLRAWLAQNGVQLCAIDDLD.... Result: 0 (no interaction).